Dataset: Forward reaction prediction with 1.9M reactions from USPTO patents (1976-2016). Task: Predict the product of the given reaction. (1) Given the reactants CC([Si](C)(C)[O:6][CH2:7][C@@H:8]([O:10][C:11]1[CH:12]=[C:13]([O:26][C:27]2[N:32]=[CH:31][C:30]([C:33](O)=[O:34])=[CH:29][CH:28]=2)[CH:14]=[C:15]([C:17]([NH:19][C:20]2[CH:24]=[CH:23][N:22]([CH3:25])[N:21]=2)=[O:18])[CH:16]=1)[CH3:9])(C)C.Cl.[NH:39]1[CH2:42][CH2:41][CH2:40]1.CN(C(ON1N=NC2C=CC=NC1=2)=[N+](C)C)C.F[P-](F)(F)(F)(F)F.CCN(C(C)C)C(C)C.Cl.C(=O)(O)[O-].[Na+], predict the reaction product. The product is: [N:39]1([C:33]([C:30]2[CH:29]=[CH:28][C:27]([O:26][C:13]3[CH:14]=[C:15]([CH:16]=[C:11]([O:10][C@@H:8]([CH3:9])[CH2:7][OH:6])[CH:12]=3)[C:17]([NH:19][C:20]3[CH:24]=[CH:23][N:22]([CH3:25])[N:21]=3)=[O:18])=[N:32][CH:31]=2)=[O:34])[CH2:42][CH2:41][CH2:40]1. (2) The product is: [CH3:30][C:20]1[CH:25]=[CH:24][C:23]([S:26]([O:19][CH2:18][CH:15]2[CH2:14][C:13]3[CH:12]=[CH:11][CH:10]=[C:9]([C:3]4[C:4]([Cl:8])=[CH:5][CH:6]=[CH:7][C:2]=4[Cl:1])[C:17]=3[O:16]2)(=[O:28])=[O:27])=[CH:22][CH:21]=1. Given the reactants [Cl:1][C:2]1[CH:7]=[CH:6][CH:5]=[C:4]([Cl:8])[C:3]=1[C:9]1[C:17]2[O:16][CH:15]([CH2:18][OH:19])[CH2:14][C:13]=2[CH:12]=[CH:11][CH:10]=1.[C:20]1([CH3:30])[CH:25]=[CH:24][C:23]([S:26](Cl)(=[O:28])=[O:27])=[CH:22][CH:21]=1.CC1C=CC(S(OCC2CC3C(C(F)(F)F)=CC=C(Cl)C=3O2)(=O)=O)=CC=1, predict the reaction product. (3) Given the reactants [N:1]1([CH2:6][CH2:7][O:8][C:9]2[CH:10]=[C:11]3[C:16](=[CH:17][CH:18]=2)[C:15](=[O:19])[CH2:14][CH2:13][CH2:12]3)[CH:5]=[CH:4][N:3]=[CH:2]1.[Br:20][C:21]1[CH:22]=[C:23]([CH:26]=O)[S:24][CH:25]=1, predict the reaction product. The product is: [Br:20][C:21]1[CH:22]=[C:23]([CH:26]=[C:14]2[CH2:13][CH2:12][C:11]3[C:16](=[CH:17][CH:18]=[C:9]([O:8][CH2:7][CH2:6][N:1]4[CH:5]=[CH:4][N:3]=[CH:2]4)[CH:10]=3)[C:15]2=[O:19])[S:24][CH:25]=1. (4) Given the reactants Cl[C:2]1[N:7]=[C:6]([NH:8][CH2:9][CH2:10][CH3:11])[N:5]=[C:4]([NH:12][CH2:13][CH2:14][CH3:15])[N:3]=1.[OH-:16].[Na+].O.Cl, predict the reaction product. The product is: [CH2:13]([NH:12][C:4]1[N:5]=[C:6]([NH:8][CH2:9][CH2:10][CH3:11])[N:7]=[C:2]([OH:16])[N:3]=1)[CH2:14][CH3:15]. (5) The product is: [CH2:22]([C@H:21]([NH:29][C:30]([NH:51][C:43]1[CH:44]=[CH:45][C:68]([C:66]2[CH:65]=[CH:75][CH:70]=[CH:71][CH:67]=2)=[CH:41][CH:42]=1)=[O:32])[CH2:20][CH2:19][CH2:18][NH:10][CH2:11][CH2:12][N:13]1[CH2:14][CH2:15][CH2:16][CH2:17]1)[C:23]1[CH:24]=[CH:25][CH:26]=[CH:27][CH:28]=1. Given the reactants C(OC(=O)[N:10]([CH2:18][CH2:19][CH2:20][C@@H:21]([NH:29][C:30]([O:32]C(C)(C)C)=O)[CH2:22][C:23]1[CH:28]=[CH:27][CH:26]=[CH:25][CH:24]=1)[CH2:11][CH2:12][N:13]1[CH2:17][CH2:16][CH2:15][CH2:14]1)C1C=CC=CC=1.COC(=O)[CH2:41][CH2:42][C@@H:43]([NH:51]C(OC(C)(C)C)=O)[CH2:44][C:45]1C=CC=CC=1.[CH3:65][CH:66]([CH2:68][AlH][CH2:65][CH:66]([CH3:68])[CH3:67])[CH3:67].Cl.[C:70]1(C)[CH:75]=CC=C[CH:71]=1, predict the reaction product.